Dataset: Catalyst prediction with 721,799 reactions and 888 catalyst types from USPTO. Task: Predict which catalyst facilitates the given reaction. (1) Reactant: [Mg].Br[C:3]1[C:4]([F:12])=[CH:5][C:6]([Cl:11])=[C:7]([O:9][CH3:10])[CH:8]=1.[C:13](OCC)(=[O:19])[C:14]([O:16][CH2:17][CH3:18])=[O:15].[Cl-].[NH4+]. Product: [Cl:11][C:6]1[C:7]([O:9][CH3:10])=[CH:8][C:3]([C:13](=[O:19])[C:14]([O:16][CH2:17][CH3:18])=[O:15])=[C:4]([F:12])[CH:5]=1. The catalyst class is: 20. (2) Reactant: Cl[C:2]1[C:3]2[C:4](=[CH:13][N:14](CC3C=CC(OC)=CC=3)[N:15]=2)[N:5]=[C:6]([C:8]2[CH:12]=[CH:11][S:10][CH:9]=2)[N:7]=1.[S:25]1[CH2:30][CH2:29][N:28]([C:31]2[CH:37]=[CH:36][C:34]([NH2:35])=[CH:33][CH:32]=2)[CH2:27][CH2:26]1.Cl. Product: [S:25]1[CH2:30][CH2:29][N:28]([C:31]2[CH:32]=[CH:33][C:34]([NH:35][C:2]3[C:3]4[NH:15][N:14]=[CH:13][C:4]=4[N:5]=[C:6]([C:8]4[CH:12]=[CH:11][S:10][CH:9]=4)[N:7]=3)=[CH:36][CH:37]=2)[CH2:27][CH2:26]1. The catalyst class is: 71. (3) Reactant: [NH2:1][C@@H:2]1[CH2:7][CH2:6][N:5]([C:8]([O:10][C:11]([CH3:14])([CH3:13])[CH3:12])=[O:9])[CH2:4][C@H:3]1[O:15][Si:16]([C:19]([CH3:22])([CH3:21])[CH3:20])([CH3:18])[CH3:17].[Cl:23][CH2:24][CH2:25][CH2:26][C:27](Cl)=[O:28]. Product: [Cl:23][CH2:24][CH2:25][CH2:26][C:27]([NH:1][C@@H:2]1[CH2:7][CH2:6][N:5]([C:8]([O:10][C:11]([CH3:12])([CH3:13])[CH3:14])=[O:9])[CH2:4][C@H:3]1[O:15][Si:16]([C:19]([CH3:22])([CH3:21])[CH3:20])([CH3:18])[CH3:17])=[O:28]. The catalyst class is: 2. (4) Product: [NH2:22][C:16](=[N:12][NH:11][C:9](=[O:10])[CH2:8][C:4]1[CH:5]=[CH:6][CH:7]=[C:2]([F:1])[CH:3]=1)[C:17]([O:19][CH2:20][CH3:21])=[O:18]. Reactant: [F:1][C:2]1[CH:3]=[C:4]([CH2:8][C:9]([NH:11][NH2:12])=[O:10])[CH:5]=[CH:6][CH:7]=1.C(O[C:16](=[NH:22])[C:17]([O:19][CH2:20][CH3:21])=[O:18])C. The catalyst class is: 8. (5) Reactant: Br[C:2]1[CH:7]=[CH:6][C:5]([F:8])=[CH:4][C:3]=1[N:9]1[C:13](=[O:14])[N:12]([CH3:15])[CH:11]=[N:10]1.[C:16]([Cu])#[N:17]. Product: [F:8][C:5]1[CH:6]=[CH:7][C:2]([C:16]#[N:17])=[C:3]([N:9]2[C:13](=[O:14])[N:12]([CH3:15])[CH:11]=[N:10]2)[CH:4]=1. The catalyst class is: 37. (6) Reactant: [O:1]1[CH2:3][CH:2]1[CH2:4][N:5]([CH2:15][CH:16]1[CH2:18][O:17]1)[S:6]([C:9]1[CH:14]=[CH:13][CH:12]=[CH:11][CH:10]=1)(=[O:8])=[O:7].[CH2:19]([NH2:26])[C:20]1[CH:25]=[CH:24][CH:23]=[CH:22][CH:21]=1. Product: [CH2:19]([N:26]1[CH2:3][CH:2]([OH:1])[CH2:4][N:5]([S:6]([C:9]2[CH:14]=[CH:13][CH:12]=[CH:11][CH:10]=2)(=[O:8])=[O:7])[CH2:15][CH:16]([OH:17])[CH2:18]1)[C:20]1[CH:25]=[CH:24][CH:23]=[CH:22][CH:21]=1. The catalyst class is: 8.